Dataset: Forward reaction prediction with 1.9M reactions from USPTO patents (1976-2016). Task: Predict the product of the given reaction. (1) Given the reactants Cl.[F:2][C:3]1([F:10])[CH2:8][CH2:7][CH:6]([NH2:9])[CH2:5][CH2:4]1.C(N(CC)CC)C.[C:18](Cl)(=[O:22])[CH:19]([CH3:21])[CH3:20], predict the reaction product. The product is: [F:2][C:3]1([F:10])[CH2:8][CH2:7][CH:6]([NH:9][C:18](=[O:22])[CH:19]([CH3:21])[CH3:20])[CH2:5][CH2:4]1. (2) The product is: [CH3:7][CH:6]([CH3:8])[C:5]([C:12]1[S:11][CH:15]=[CH:14][CH:13]=1)=[O:9]. Given the reactants [Cl-].[Al+3].[Cl-].[Cl-].[C:5](Cl)(=[O:9])[CH:6]([CH3:8])[CH3:7].[S:11]1[CH:15]=[CH:14][CH:13]=[CH:12]1.BrBr, predict the reaction product. (3) Given the reactants [Cl:1][C:2]1[CH:3]=[N:4][C:5]2[C:10]([CH:11]=1)=[C:9]([F:12])[C:8]([C:13](OC)=O)=[CH:7][CH:6]=2.O[Li].O.Cl.[NH2:21][CH2:22][C:23]1[C:24]([CH3:31])=[CH:25][C:26]([NH2:30])=[N:27][C:28]=1[CH3:29].CN(C(ON1N=N[C:42]2[CH:43]=[CH:44][CH:45]=[N:46][C:41]1=2)=[N+](C)C)C.F[P-](F)(F)(F)(F)F.C1C[O:59][CH2:58]C1, predict the reaction product. The product is: [NH2:30][C:26]1[N:27]=[C:28]([CH3:29])[C:23]([CH2:22][NH:21][C:58](=[O:59])[C:43]2[CH:42]=[CH:41][N:46]=[C:45]([CH2:13][C:8]3[C:9]([F:12])=[C:10]4[C:5](=[CH:6][CH:7]=3)[N:4]=[CH:3][C:2]([Cl:1])=[CH:11]4)[CH:44]=2)=[C:24]([CH3:31])[CH:25]=1. (4) Given the reactants Br[CH:2]([C:16]1[CH:21]=[CH:20][CH:19]=[CH:18][C:17]=1[Cl:22])[C:3]([C:5]1[CH:6]=[CH:7][C:8]2[O:13][CH2:12][C:11](=[O:14])[NH:10][C:9]=2[CH:15]=1)=O.[NH2:23][N:24]1[CH:28]=[N:27][N:26]=[C:25]1[SH:29].C(O)C, predict the reaction product. The product is: [Cl:22][C:17]1[CH:18]=[CH:19][CH:20]=[CH:21][C:16]=1[CH:2]1[S:29][C:25]2=[N:26][N:27]=[CH:28][N:24]2[N:23]=[C:3]1[C:5]1[CH:6]=[CH:7][C:8]2[O:13][CH2:12][C:11](=[O:14])[NH:10][C:9]=2[CH:15]=1. (5) Given the reactants Cl.[NH2:2][CH:3]1[CH:10]2[CH2:11][C:6]3([OH:13])[CH2:7][CH:8]([CH2:12][CH:4]1[CH2:5]3)[CH2:9]2.[Cl:14][C:15]1[N:20]=[C:19]([Cl:21])[C:18]([C:22](Cl)=[O:23])=[CH:17][N:16]=1.CCN(C(C)C)C(C)C, predict the reaction product. The product is: [Cl:14][C:15]1[N:20]=[C:19]([Cl:21])[C:18]([C:22]([NH:2][CH:3]2[CH:4]3[CH2:12][CH:8]4[CH2:7][C:6]([OH:13])([CH2:11][CH:10]2[CH2:9]4)[CH2:5]3)=[O:23])=[CH:17][N:16]=1. (6) Given the reactants [F:1][C:2]([F:17])([F:16])[O:3][C:4]1[CH:15]=[CH:14][C:7]([CH:8]=[C:9]([C:12]#[N:13])[C:10]#[N:11])=[CH:6][CH:5]=1.[CH3:18][Mg]Br.C(C(C(C1C=CC(Cl)=CC=1)C)(C#N)C#N)CC=C, predict the reaction product. The product is: [F:1][C:2]([F:16])([F:17])[O:3][C:4]1[CH:5]=[CH:6][C:7]([CH:8]([CH:9]([C:12]#[N:13])[C:10]#[N:11])[CH3:18])=[CH:14][CH:15]=1. (7) Given the reactants [F:1][C:2]1[CH:7]=[C:6](I)[CH:5]=[CH:4][C:3]=1[N:9]1[CH:14]=[C:13]([O:15][CH3:16])[C:12](=[O:17])[C:11]([C:18]2[N:22]([C:23]3[CH:28]=[CH:27][CH:26]=[CH:25][CH:24]=3)[N:21]=[CH:20][CH:19]=2)=[N:10]1.[NH:29]1[CH2:33][CH:32]=[CH:31][CH2:30]1.CC1(C)C2C(=C(P(C3C=CC=CC=3)C3C=CC=CC=3)C=CC=2)OC2C(P(C3C=CC=CC=3)C3C=CC=CC=3)=CC=CC1=2.O(C(C)(C)C)[Na], predict the reaction product. The product is: [N:29]1([C:6]2[CH:5]=[CH:4][C:3]([N:9]3[CH:14]=[C:13]([O:15][CH3:16])[C:12](=[O:17])[C:11]([C:18]4[N:22]([C:23]5[CH:28]=[CH:27][CH:26]=[CH:25][CH:24]=5)[N:21]=[CH:20][CH:19]=4)=[N:10]3)=[C:2]([F:1])[CH:7]=2)[CH2:33][CH:32]=[CH:31][CH2:30]1.